From a dataset of Catalyst prediction with 721,799 reactions and 888 catalyst types from USPTO. Predict which catalyst facilitates the given reaction. (1) Reactant: [CH3:1][C:2]1[CH:7]=[CH:6][C:5]([S:8]([O:11][CH2:12][CH:13]2[CH2:17][C:16]3[C:18](Br)=[CH:19][CH:20]=[CH:21][C:15]=3[O:14]2)(=[O:10])=[O:9])=[CH:4][CH:3]=1.[CH3:23][C:24]1[CH:29]=[CH:28][CH:27]=[C:26]([CH3:30])[C:25]=1B(O)O.O.O.O.O.O.O.O.O.[OH-].[Ba+2].[OH-].CC1C=CC(S(OCC2CC3C=CC=C(C4C=C(C(F)(F)F)C=C(C(F)(F)F)C=4)C=3O2)(=O)=O)=CC=1. Product: [CH3:1][C:2]1[CH:7]=[CH:6][C:5]([S:8]([O:11][CH2:12][CH:13]2[CH2:17][C:16]3[C:18]([C:25]4[C:26]([CH3:30])=[CH:27][CH:28]=[CH:29][C:24]=4[CH3:23])=[CH:19][CH:20]=[CH:21][C:15]=3[O:14]2)(=[O:10])=[O:9])=[CH:4][CH:3]=1. The catalyst class is: 73. (2) Reactant: C([O:3][C:4](=[O:26])[CH2:5][CH:6]1[O:10][B:9]([OH:11])[C:8]2[CH:12]=[C:13]([O:17][C:18]3[CH:23]=[N:22][C:21]([C:24]#[N:25])=[CH:20][N:19]=3)[CH:14]=[C:15]([CH3:16])[C:7]1=2)C.[Li+].C[Si]([N-][Si](C)(C)C)(C)C. Product: [C:24]([C:21]1[N:22]=[CH:23][C:18]([O:17][C:13]2[CH:14]=[C:15]([CH3:16])[C:7]3[CH:6]([CH2:5][C:4]([OH:26])=[O:3])[O:10][B:9]([OH:11])[C:8]=3[CH:12]=2)=[N:19][CH:20]=1)#[N:25]. The catalyst class is: 1. (3) Reactant: [CH:1]1[CH:6]=[N:5][CH:4]=[C:3]2[CH2:7][O:8][C:9]3[CH:10]=[C:11]([NH2:15])[CH:12]=[CH:13][C:14]=3[C:2]=12.[C:16]([O:20][C:21]([NH:23][C@H:24]([CH2:28][CH:29]([CH3:31])[CH3:30])[C:25](O)=[O:26])=[O:22])([CH3:19])([CH3:18])[CH3:17].O=P(Cl)(Cl)Cl. Product: [CH:1]1[CH:6]=[N:5][CH:4]=[C:3]2[CH2:7][O:8][C:9]3[CH:10]=[C:11]([NH:15][C:25](=[O:26])[C@H:24]([NH:23][C:21](=[O:22])[O:20][C:16]([CH3:19])([CH3:18])[CH3:17])[CH2:28][CH:29]([CH3:31])[CH3:30])[CH:12]=[CH:13][C:14]=3[C:2]=12. The catalyst class is: 17. (4) Reactant: [CH3:1][C:2]1[N:7]=[CH:6][C:5]([C:8]2[NH:9][C:10]3[CH:11]=[C:12]([NH:22][C:23]([C@H:25]([NH:34]C(=O)OC(C)(C)C)[CH2:26][CH2:27][C:28]4[CH:33]=[CH:32][CH:31]=[CH:30][CH:29]=4)=[O:24])[CH:13]=[C:14]4[C:20](=[O:21])[NH:19][N:18]=[CH:17][C:16]=2[C:15]=34)=[CH:4][CH:3]=1. Product: [NH2:34][C@H:25]([CH2:26][CH2:27][C:28]1[CH:29]=[CH:30][CH:31]=[CH:32][CH:33]=1)[C:23]([NH:22][C:12]1[CH:13]=[C:14]2[C:20](=[O:21])[NH:19][N:18]=[CH:17][C:16]3=[C:8]([C:5]4[CH:6]=[N:7][C:2]([CH3:1])=[CH:3][CH:4]=4)[NH:9][C:10]([CH:11]=1)=[C:15]23)=[O:24]. The catalyst class is: 33. (5) The catalyst class is: 52. Product: [CH:1]1([C:4]2[N:9]=[CH:8][C:7]([CH:10]([N:23]3[CH2:24][CH2:25][C:20]([F:26])([F:19])[CH2:21][CH2:22]3)[C:16]#[N:17])=[CH:6][N:5]=2)[CH2:3][CH2:2]1. Reactant: [CH:1]1([C:4]2[N:9]=[CH:8][C:7]([CH:10]=O)=[CH:6][N:5]=2)[CH2:3][CH2:2]1.[Si]([C:16]#[N:17])(C)(C)C.Cl.[F:19][C:20]1([F:26])[CH2:25][CH2:24][NH:23][CH2:22][CH2:21]1.C(O[Na])(C)=O. (6) Reactant: I[C:2]1[C:10]2[C:5](=[N:6][CH:7]=[C:8]([C:11]3[CH:12]=[C:13]([O:17]S(C4C=CC(C)=CC=4)(=O)=O)[CH:14]=[CH:15][CH:16]=3)[CH:9]=2)[N:4](S(C2C=CC(C)=CC=2)(=O)=O)[CH:3]=1.C1(C)C=CC=CC=1P(C1C=CC=CC=1C)C1C=CC=CC=1C.C(N(CC)CC)C.[CH:67]([C:69]1[CH:74]=[CH:73][CH:72]=[CH:71][N:70]=1)=[CH2:68]. Product: [N:70]1[CH:71]=[CH:72][CH:73]=[CH:74][C:69]=1[CH:67]=[CH:68][C:2]1[C:10]2[C:5](=[N:6][CH:7]=[C:8]([C:11]3[CH:12]=[C:13]([OH:17])[CH:14]=[CH:15][CH:16]=3)[CH:9]=2)[NH:4][CH:3]=1. The catalyst class is: 826. (7) Reactant: [C:1]([O:5][C:6]([NH:8][C@H:9]([C:11]1[C:20]([C:21]2[CH:26]=[CH:25][CH:24]=[CH:23][N:22]=2)=[C:19]([C:27](O)=[O:28])[C:18]2[C:13](=[CH:14][CH:15]=[C:16]([F:30])[CH:17]=2)[N:12]=1)[CH3:10])=[O:7])([CH3:4])([CH3:3])[CH3:2].C1CN([P+](ON2N=NC3C=CC=CC2=3)(N2CCCC2)N2CCCC2)CC1.F[P-](F)(F)(F)(F)F.CCN(C(C)C)C(C)C.[NH2:73][CH2:74][CH2:75][OH:76]. Product: [F:30][C:16]1[CH:17]=[C:18]2[C:13](=[CH:14][CH:15]=1)[N:12]=[C:11]([C@@H:9]([NH:8][C:6](=[O:7])[O:5][C:1]([CH3:2])([CH3:4])[CH3:3])[CH3:10])[C:20]([C:21]1[CH:26]=[CH:25][CH:24]=[CH:23][N:22]=1)=[C:19]2[C:27](=[O:28])[NH:73][CH2:74][CH2:75][OH:76]. The catalyst class is: 3.